This data is from Merck oncology drug combination screen with 23,052 pairs across 39 cell lines. The task is: Regression. Given two drug SMILES strings and cell line genomic features, predict the synergy score measuring deviation from expected non-interaction effect. (1) Drug 1: N#Cc1ccc(Cn2cncc2CN2CCN(c3cccc(Cl)c3)C(=O)C2)cc1. Drug 2: O=C(O)C1(Cc2cccc(Nc3nccs3)n2)CCC(Oc2cccc(Cl)c2F)CC1. Cell line: NCIH2122. Synergy scores: synergy=0.0747. (2) Drug 1: CNC(=O)c1cc(Oc2ccc(NC(=O)Nc3ccc(Cl)c(C(F)(F)F)c3)cc2)ccn1. Drug 2: CCc1cnn2c(NCc3ccc[n+]([O-])c3)cc(N3CCCCC3CCO)nc12. Cell line: RKO. Synergy scores: synergy=2.38.